From a dataset of Forward reaction prediction with 1.9M reactions from USPTO patents (1976-2016). Predict the product of the given reaction. (1) Given the reactants [CH2:1]([N:4]1[C:12]2[C:7](=[CH:8][C:9]([NH:13][CH2:14][CH2:15][O:16][Si:17]([C:20]([CH3:23])([CH3:22])[CH3:21])([CH3:19])[CH3:18])=[CH:10][CH:11]=2)[C:6](=[O:24])[N:5]1[CH2:25][C:26]1[CH:31]=[CH:30][CH:29]=[CH:28][CH:27]=1)[CH:2]=[CH2:3].[Cl:32][C:33]1[C:38]([C:39](Cl)=[O:40])=[C:37]([Cl:42])[N:36]=[CH:35][N:34]=1, predict the reaction product. The product is: [CH2:1]([N:4]1[C:12]2[C:7](=[CH:8][C:9]([N:13]([CH2:14][CH2:15][O:16][Si:17]([C:20]([CH3:22])([CH3:23])[CH3:21])([CH3:18])[CH3:19])[C:39]([C:38]3[C:33]([Cl:32])=[N:34][CH:35]=[N:36][C:37]=3[Cl:42])=[O:40])=[CH:10][CH:11]=2)[C:6](=[O:24])[N:5]1[CH2:25][C:26]1[CH:27]=[CH:28][CH:29]=[CH:30][CH:31]=1)[CH:2]=[CH2:3]. (2) Given the reactants [NH:1]1[CH:5]=[C:4]([C:6]2[C:7]([C:12]3[CH:17]=[CH:16][CH:15]=[CH:14][CH:13]=3)=[N:8][O:9][C:10]=2[CH3:11])[N:3]=[CH:2]1.[Br:18][C:19]1[CH:20]=[C:21](B(O)O)[CH:22]=[CH:23][CH:24]=1, predict the reaction product. The product is: [Br:18][C:19]1[CH:24]=[C:23]([N:1]2[CH:5]=[C:4]([C:6]3[C:7]([C:12]4[CH:13]=[CH:14][CH:15]=[CH:16][CH:17]=4)=[N:8][O:9][C:10]=3[CH3:11])[N:3]=[CH:2]2)[CH:22]=[CH:21][CH:20]=1. (3) Given the reactants [NH2:1][C:2]1[C:16]([N:17]([CH2:20][CH3:21])[CH2:18][CH3:19])=[CH:15][C:5]2[NH:6][C:7]([CH:9]3[CH2:14][CH2:13][CH2:12][CH2:11][CH2:10]3)=[N:8][C:4]=2[CH:3]=1.[C:22](Cl)(=[O:29])[C:23]1[CH:28]=[CH:27][CH:26]=[CH:25][CH:24]=1, predict the reaction product. The product is: [CH2:18]([N:17]([CH2:20][CH3:21])[C:16]1[C:2]([NH:1][C:22](=[O:29])[C:23]2[CH:28]=[CH:27][CH:26]=[CH:25][CH:24]=2)=[CH:3][C:4]2[N:8]=[C:7]([CH:9]3[CH2:14][CH2:13][CH2:12][CH2:11][CH2:10]3)[NH:6][C:5]=2[CH:15]=1)[CH3:19]. (4) Given the reactants [C:1]([CH2:4][N:5]1[C:9]2=[N:10][CH:11]=[CH:12][C:13]([Cl:14])=[C:8]2[C:7]([C:15]([OH:17])=O)=[CH:6]1)(=[O:3])[NH2:2].CCN(CC)CC.Cl.[F:26][C:27]1([F:35])[CH2:32][CH2:31][CH2:30][CH:29]([CH2:33][NH2:34])[CH2:28]1.C(Cl)CCl.N1(O)C2C=CC=CC=2N=N1, predict the reaction product. The product is: [F:26][C:27]1([F:35])[CH2:32][CH2:31][CH2:30][CH:29]([CH2:33][NH:34][C:15]([C:7]2[C:8]3[C:9](=[N:10][CH:11]=[CH:12][C:13]=3[Cl:14])[N:5]([CH2:4][C:1](=[O:3])[NH2:2])[CH:6]=2)=[O:17])[CH2:28]1. (5) Given the reactants [N:1]([C:4]1[C:5]2[NH:12][CH:11]=[C:10]([C@@H:13]3[N:17]([C:18]([O:20][C:21]([CH3:24])([CH3:23])[CH3:22])=[O:19])[C@H:16]([CH2:25][O:26][C:27](=[O:41])[C@@H:28]([NH:33][C:34]([O:36][C:37]([CH3:40])([CH3:39])[CH3:38])=[O:35])[CH2:29][CH:30]([CH3:32])[CH3:31])[C@H:15]4[O:42][C:43]([CH3:46])([CH3:45])[O:44][C@@H:14]34)[C:6]=2[N:7]=[CH:8][N:9]=1)=[N+]=[N-], predict the reaction product. The product is: [NH2:1][C:4]1[C:5]2[NH:12][CH:11]=[C:10]([C@@H:13]3[N:17]([C:18]([O:20][C:21]([CH3:24])([CH3:23])[CH3:22])=[O:19])[C@H:16]([CH2:25][O:26][C:27](=[O:41])[C@@H:28]([NH:33][C:34]([O:36][C:37]([CH3:40])([CH3:39])[CH3:38])=[O:35])[CH2:29][CH:30]([CH3:32])[CH3:31])[C@H:15]4[O:42][C:43]([CH3:45])([CH3:46])[O:44][C@@H:14]34)[C:6]=2[N:7]=[CH:8][N:9]=1. (6) Given the reactants Cl[C:2]([C:6]([CH3:9])([CH3:8])[CH3:7])=[CH:3][C:4]#[N:5].[Se-2:10].[Na+].[Na+].Br[CH2:14][N+:15]([O-:17])=[O:16], predict the reaction product. The product is: [NH2:5][C:4]1[CH:3]=[C:2]([C:6]([CH3:9])([CH3:8])[CH3:7])[Se:10][C:14]=1[N+:15]([O-:17])=[O:16]. (7) Given the reactants [C:1]([O-:4])(=[O:3])[CH3:2].[K+].[I-].[Na+].CN(C=O)C.[Br:13][C:14]1[C:15]([C:26]#[N:27])=[N:16][N:17]([CH2:24][CH3:25])[C:18]=1[CH2:19][CH2:20][CH2:21][CH2:22]Cl, predict the reaction product. The product is: [C:1]([O:4][CH2:22][CH2:21][CH2:20][CH2:19][C:18]1[N:17]([CH2:24][CH3:25])[N:16]=[C:15]([C:26]#[N:27])[C:14]=1[Br:13])(=[O:3])[CH3:2].